Predict which catalyst facilitates the given reaction. From a dataset of Catalyst prediction with 721,799 reactions and 888 catalyst types from USPTO. (1) Reactant: [CH2:1]([O:3][C:4](=[O:38])[NH:5][C:6]1[S:7][C:8]([CH2:27][C:28]2[CH:33]=[CH:32][C:31]([S:34]([CH3:37])(=[O:36])=[O:35])=[CH:30][CH:29]=2)=[C:9]([CH2:11][CH2:12][C:13]2[CH:18]=[CH:17][C:16]([NH:19]C(OC(C)(C)C)=O)=[CH:15][CH:14]=2)[N:10]=1)[CH3:2].Cl. Product: [CH2:1]([O:3][C:4](=[O:38])[NH:5][C:6]1[S:7][C:8]([CH2:27][C:28]2[CH:33]=[CH:32][C:31]([S:34]([CH3:37])(=[O:36])=[O:35])=[CH:30][CH:29]=2)=[C:9]([CH2:11][CH2:12][C:13]2[CH:14]=[CH:15][C:16]([NH2:19])=[CH:17][CH:18]=2)[N:10]=1)[CH3:2]. The catalyst class is: 12. (2) Reactant: [CH3:1][CH2:2][CH2:3][CH2:4][N:5]1[CH:10]([C:11]([NH:13][C:14]2[C:15]([CH3:21])=[CH:16][CH:17]=[CH:18][C:19]=2[CH3:20])=[O:12])[CH2:9][CH2:8][CH2:7][CH2:6]1.Cl.OCC(CO)O. Product: [CH3:1][CH2:2][CH2:3][CH2:4][N:5]1[CH:10]([C:11]([NH:13][C:14]2[C:15]([CH3:21])=[CH:16][CH:17]=[CH:18][C:19]=2[CH3:20])=[O:12])[CH2:9][CH2:8][CH2:7][CH2:6]1. The catalyst class is: 6. (3) Reactant: [K].[C:2]1(C)[CH:7]=CC=C[CH:3]=1.[CH:9]1[C:19]2[CH2:18][C:17](=[O:20])[C:16]3[CH:21]=[CH:22][CH:23]=[CH:24][C:15]=3[CH2:14][C:13]=2[CH:12]=[CH:11][CH:10]=1.[CH2:25](Br)[CH:26]=[CH2:27]. Product: [CH2:7]([C:18]1([CH2:27][CH:26]=[CH2:25])[C:17](=[O:20])[C:16]2[CH:21]=[CH:22][CH:23]=[CH:24][C:15]=2[CH2:14][C:13]2[CH:12]=[CH:11][CH:10]=[CH:9][C:19]1=2)[CH:2]=[CH2:3]. The catalyst class is: 371.